From a dataset of Full USPTO retrosynthesis dataset with 1.9M reactions from patents (1976-2016). Predict the reactants needed to synthesize the given product. (1) Given the product [CH2:1]([O:3][C:4]([C:6]1[C:7]([C:31]2[C:27]([CH3:26])=[N:28][O:29][C:30]=2[CH3:41])=[N:8][N:9]([CH2:11][C:12]2[CH:17]=[CH:16][C:15]([CH2:18][N:19]3[CH:23]=[C:22]([CH3:24])[CH:21]=[N:20]3)=[CH:14][CH:13]=2)[CH:10]=1)=[O:5])[CH3:2], predict the reactants needed to synthesize it. The reactants are: [CH2:1]([O:3][C:4]([C:6]1[C:7](Br)=[N:8][N:9]([CH2:11][C:12]2[CH:17]=[CH:16][C:15]([CH2:18][N:19]3[CH:23]=[C:22]([CH3:24])[CH:21]=[N:20]3)=[CH:14][CH:13]=2)[CH:10]=1)=[O:5])[CH3:2].[CH3:26][C:27]1[C:31](B2OC(C)(C)C(C)(C)O2)=[C:30]([CH3:41])[O:29][N:28]=1.C(=O)([O-])[O-].[K+].[K+].O1CCOCC1. (2) Given the product [C:27]1([C:30]2[CH:35]=[CH:34][CH:33]=[CH:32][CH:31]=2)[CH:28]=[CH:29][C:24]([C:20]2[O:21][C:22]([CH3:23])=[C:18]([CH2:17][CH2:16][O:15][C:12]3[CH:13]=[CH:14][C:9]([CH2:8][CH2:7][C:6]([OH:47])=[O:5])=[C:10]([CH2:36][NH:37][C:38]([C:40]4[CH:44]=[C:43]([Cl:45])[S:42][C:41]=4[Cl:46])=[O:39])[CH:11]=3)[N:19]=2)=[CH:25][CH:26]=1, predict the reactants needed to synthesize it. The reactants are: C([O:5][C:6](=[O:47])[CH2:7][CH2:8][C:9]1[CH:14]=[CH:13][C:12]([O:15][CH2:16][CH2:17][C:18]2[N:19]=[C:20]([C:24]3[CH:29]=[CH:28][C:27]([C:30]4[CH:35]=[CH:34][CH:33]=[CH:32][CH:31]=4)=[CH:26][CH:25]=3)[O:21][C:22]=2[CH3:23])=[CH:11][C:10]=1[CH2:36][NH:37][C:38]([C:40]1[CH:44]=[C:43]([Cl:45])[S:42][C:41]=1[Cl:46])=[O:39])(C)(C)C.C1(OC)C=CC=CC=1.C(O)(C(F)(F)F)=O. (3) Given the product [NH2:19][C:14]1[CH:15]=[CH:16][CH:17]=[CH:18][C:13]=1[C:11]1[N:12]=[C:8]([CH2:7][CH2:6][CH2:5][CH2:4][C:3]([OH:20])=[O:2])[O:9][CH:10]=1, predict the reactants needed to synthesize it. The reactants are: C[O:2][C:3](=[O:20])[CH2:4][CH2:5][CH2:6][CH2:7][C:8]1[O:9][CH:10]=[C:11]([C:13]2[CH:18]=[CH:17][CH:16]=[CH:15][C:14]=2[NH2:19])[N:12]=1.C1COCC1.[OH-].[Na+]. (4) The reactants are: [CH:1]1([CH2:6][CH:7]([N:11]2[C:19]3[C:14](=[CH:15][CH:16]=[CH:17][CH:18]=3)[C:13](=O)[C:12]2=[O:21])[C:8]([OH:10])=[O:9])[CH2:5][CH2:4][CH2:3][CH2:2]1.O.NN. Given the product [CH:1]1([CH2:6][CH:7]([N:11]2[C:19]3[C:14](=[CH:15][CH:16]=[CH:17][CH:18]=3)[CH2:13][C:12]2=[O:21])[C:8]([OH:10])=[O:9])[CH2:5][CH2:4][CH2:3][CH2:2]1, predict the reactants needed to synthesize it. (5) Given the product [Cl:1][C:2]1[CH:3]=[C:4]([C:7]2[O:11][N:10]=[C:9]([C@@H:12]3[CH2:17][NH:16][C@H:15]([CH3:25])[CH2:14][CH2:13]3)[N:8]=2)[NH:5][CH:6]=1, predict the reactants needed to synthesize it. The reactants are: [Cl:1][C:2]1[CH:3]=[C:4]([C:7]2[O:11][N:10]=[C:9]([C@@H:12]3[CH2:17][N:16](C(OC(C)(C)C)=O)[C@H:15]([CH3:25])[CH2:14][CH2:13]3)[N:8]=2)[NH:5][CH:6]=1.C(O)(C(F)(F)F)=O.